From a dataset of CYP2D6 inhibition data for predicting drug metabolism from PubChem BioAssay. Regression/Classification. Given a drug SMILES string, predict its absorption, distribution, metabolism, or excretion properties. Task type varies by dataset: regression for continuous measurements (e.g., permeability, clearance, half-life) or binary classification for categorical outcomes (e.g., BBB penetration, CYP inhibition). Dataset: cyp2d6_veith. (1) The compound is CC(NC(=O)c1ccccc1)(C(=O)O)C(=O)O. The result is 0 (non-inhibitor). (2) The result is 1 (inhibitor). The molecule is Cc1ccccc1NC(=O)CSc1nnc(-c2ccccc2)n1-c1ccccc1. (3) The molecule is CC1CCCN(C(C(=O)Nc2ccc3c(c2)OCCO3)c2ccccc2)C1. The result is 1 (inhibitor).